From a dataset of Catalyst prediction with 721,799 reactions and 888 catalyst types from USPTO. Predict which catalyst facilitates the given reaction. (1) Reactant: Br[C:2]1[CH:3]=[CH:4][C:5]([Cl:17])=[C:6]([CH:16]=1)[CH2:7][NH:8][C:9](=[O:15])[O:10][C:11]([CH3:14])([CH3:13])[CH3:12].[Li]CCCC.CN([CH:26]=[O:27])C. Product: [Cl:17][C:5]1[CH:4]=[CH:3][C:2]([CH:26]=[O:27])=[CH:16][C:6]=1[CH2:7][NH:8][C:9](=[O:15])[O:10][C:11]([CH3:14])([CH3:13])[CH3:12]. The catalyst class is: 1. (2) Reactant: [CH3:1][O:2][C:3]1[CH:8]=[C:7]([CH:9]=[CH:10][CH2:11][O:12][CH3:13])[C:6]([O:14][CH3:15])=[CH:5][C:4]=1[CH2:16][C@H:17]([NH:19][C:20](=[O:25])[C:21]([F:24])([F:23])[F:22])[CH3:18]. Product: [CH3:1][O:2][C:3]1[CH:8]=[C:7]([CH2:9][CH2:10][CH2:11][O:12][CH3:13])[C:6]([O:14][CH3:15])=[CH:5][C:4]=1[CH2:16][C@H:17]([NH:19][C:20](=[O:25])[C:21]([F:22])([F:23])[F:24])[CH3:18]. The catalyst class is: 29. (3) Reactant: [F:1][C:2]1[CH:17]=[C:16]([CH:18]=O)[CH:15]=[CH:14][C:3]=1[O:4][C:5]1[N:6]=[CH:7][C:8]([C:11]([NH2:13])=[O:12])=[N:9][CH:10]=1.[F:20][C:21]1[CH:29]=[CH:28][C:24]([CH2:25][CH2:26][NH2:27])=[CH:23][CH:22]=1.[BH4-].[Na+]. Product: [F:1][C:2]1[CH:17]=[C:16]([CH2:18][NH:27][CH2:26][CH2:25][C:24]2[CH:28]=[CH:29][C:21]([F:20])=[CH:22][CH:23]=2)[CH:15]=[CH:14][C:3]=1[O:4][C:5]1[N:6]=[CH:7][C:8]([C:11]([NH2:13])=[O:12])=[N:9][CH:10]=1. The catalyst class is: 5.